This data is from Catalyst prediction with 721,799 reactions and 888 catalyst types from USPTO. The task is: Predict which catalyst facilitates the given reaction. (1) Reactant: [CH3:1][O:2][C:3]1[CH:8]=[C:7]([CH2:9]O)[CH:6]=[CH:5][C:4]=1[C:11]1[CH:16]=[CH:15][CH:14]=[CH:13][CH:12]=1.O=S(Cl)[Cl:19]. Product: [Cl:19][CH2:9][C:7]1[CH:6]=[CH:5][C:4]([C:11]2[CH:16]=[CH:15][CH:14]=[CH:13][CH:12]=2)=[C:3]([O:2][CH3:1])[CH:8]=1. The catalyst class is: 2. (2) Reactant: [Br:1][CH2:2][CH2:3][CH2:4]Br.[NH:6]1[C:10]2[CH:11]=[CH:12][CH:13]=[CH:14][C:9]=2[N:8]=[N:7]1.[OH-].[K+].O. Product: [Br:1][CH2:2][CH2:3][CH2:4][N:6]1[C:10]2[CH:11]=[CH:12][CH:13]=[CH:14][C:9]=2[N:8]=[N:7]1. The catalyst class is: 42. (3) Reactant: [O:1]=[C:2]1[CH2:6][S:5][C:4](=[S:7])[N:3]1[CH2:8][CH2:9][C:10]([OH:12])=O.[NH2:13][CH2:14][C:15]([O:17][CH2:18][CH3:19])=[O:16].Cl.C(Cl)CCl.C(N(CC)CC)C. Product: [O:1]=[C:2]1[CH2:6][S:5][C:4](=[S:7])[N:3]1[CH2:8][CH2:9][C:10]([NH:13][CH2:14][C:15]([O:17][CH2:18][CH3:19])=[O:16])=[O:12]. The catalyst class is: 3. (4) Reactant: [CH2:1]([O:8][C:9]([NH:11][C@@H:12]([CH2:16][CH2:17][CH2:18][CH2:19][NH:20][C:21]([O:23][C:24]([CH3:27])([CH3:26])[CH3:25])=[O:22])[C:13](O)=[O:14])=[O:10])[C:2]1[CH:7]=[CH:6][CH:5]=[CH:4][CH:3]=1.C1C=CC2N(O)[N:35]=[N:34]C=2C=1.C(Cl)CCl.O.NN. Product: [CH2:1]([O:8][C:9]([NH:11][C@H:12]([C:13]([NH:34][NH2:35])=[O:14])[CH2:16][CH2:17][CH2:18][CH2:19][NH:20][C:21](=[O:22])[O:23][C:24]([CH3:27])([CH3:26])[CH3:25])=[O:10])[C:2]1[CH:7]=[CH:6][CH:5]=[CH:4][CH:3]=1. The catalyst class is: 4. (5) Reactant: [C:1]1([CH2:7][CH2:8][C:9](=O)[CH3:10])[CH:6]=[CH:5][CH:4]=[CH:3][CH:2]=1.C[Si](C)(C)[O:14][SiH](C)C.[F-].C([N+](CCCC)(CCCC)CCCC)CCC. Product: [C:1]1([CH2:7][CH2:8][CH2:9][CH2:10][OH:14])[CH:6]=[CH:5][CH:4]=[CH:3][CH:2]=1. The catalyst class is: 1. (6) Reactant: C[Si]([N-][Si](C)(C)C)(C)C.[Na+].[F:11][C:12]1[CH:17]=[C:16]([CH3:18])[CH:15]=[CH:14][N:13]=1.[Br:19][C:20]1[CH:30]=[CH:29][C:23]([C:24](OCC)=[O:25])=[CH:22][CH:21]=1.Cl.[OH-].[Na+]. Product: [Br:19][C:20]1[CH:30]=[CH:29][C:23]([C:24](=[O:25])[CH2:18][C:16]2[CH:15]=[CH:14][N:13]=[C:12]([F:11])[CH:17]=2)=[CH:22][CH:21]=1. The catalyst class is: 1. (7) Reactant: [Cl:1][C:2]1[CH:7]=[C:6]([Cl:8])[CH:5]=[CH:4][C:3]=1[C:9]1[N:14]=[C:13]([NH:15][CH:16]([CH3:26])[CH2:17][NH:18]C(=O)OC(C)(C)C)[N:12]2[CH:27]=[CH:28][N:29]=[C:11]2[CH:10]=1.[F:30][C:31]([F:36])([F:35])[C:32]([OH:34])=[O:33]. Product: [F:30][C:31]([F:36])([F:35])[C:32]([OH:34])=[O:33].[Cl:1][C:2]1[CH:7]=[C:6]([Cl:8])[CH:5]=[CH:4][C:3]=1[C:9]1[N:14]=[C:13]([NH:15][CH:16]([CH3:26])[CH2:17][NH2:18])[N:12]2[CH:27]=[CH:28][N:29]=[C:11]2[CH:10]=1. The catalyst class is: 4. (8) Reactant: [OH:1][C:2]1[CH:14]=[CH:13][C:5]2[CH:6]=[C:7]([C:9]([O:11][CH3:12])=[O:10])[O:8][C:4]=2[CH:3]=1.[H-].[Na+].CN(C=O)C.[CH2:22](Br)[C:23]1[CH:28]=[CH:27][CH:26]=[CH:25][CH:24]=1. Product: [CH2:22]([O:1][C:2]1[CH:14]=[CH:13][C:5]2[CH:6]=[C:7]([C:9]([O:11][CH3:12])=[O:10])[O:8][C:4]=2[CH:3]=1)[C:23]1[CH:28]=[CH:27][CH:26]=[CH:25][CH:24]=1. The catalyst class is: 387. (9) Reactant: [CH2:1]([N:3]([CH:34]1[CH2:39][CH2:38][O:37][CH2:36][CH2:35]1)[C:4]1[C:5]([CH3:33])=[C:6]([CH:22]=[C:23]([C:25]2[CH:26]=[N:27][C:28]([CH:31]=O)=[CH:29][CH:30]=2)[CH:24]=1)[C:7]([NH:9][CH2:10][C:11]1[C:12](=[O:21])[NH:13][C:14]([CH3:20])=[CH:15][C:16]=1[CH2:17][CH2:18][CH3:19])=[O:8])[CH3:2].[NH:40]1[CH2:45][CH2:44][O:43][CH2:42][CH2:41]1.[BH-](OC(C)=O)(OC(C)=O)OC(C)=O.[Na+]. Product: [CH2:1]([N:3]([CH:34]1[CH2:39][CH2:38][O:37][CH2:36][CH2:35]1)[C:4]1[C:5]([CH3:33])=[C:6]([CH:22]=[C:23]([C:25]2[CH:26]=[N:27][C:28]([CH2:31][N:40]3[CH2:45][CH2:44][O:43][CH2:42][CH2:41]3)=[CH:29][CH:30]=2)[CH:24]=1)[C:7]([NH:9][CH2:10][C:11]1[C:12](=[O:21])[NH:13][C:14]([CH3:20])=[CH:15][C:16]=1[CH2:17][CH2:18][CH3:19])=[O:8])[CH3:2]. The catalyst class is: 344. (10) Reactant: C([O:5][C:6](=[O:45])[CH2:7][O:8][C:9]1[CH:10]=[C:11]([C:15]2[N:20]=[C:19]([N:21](C(OC(C)(C)C)=O)[C:22]3[CH:23]=[C:24]4[C:28](=[CH:29][CH:30]=3)[N:27](C(OC(C)(C)C)=O)[N:26]=[CH:25]4)[CH:18]=[CH:17][N:16]=2)[CH:12]=[CH:13][CH:14]=1)(C)(C)C.C(O)(C(F)(F)F)=O. Product: [NH:27]1[C:28]2[C:24](=[CH:23][C:22]([NH:21][C:19]3[CH:18]=[CH:17][N:16]=[C:15]([C:11]4[CH:10]=[C:9]([CH:14]=[CH:13][CH:12]=4)[O:8][CH2:7][C:6]([OH:45])=[O:5])[N:20]=3)=[CH:30][CH:29]=2)[CH:25]=[N:26]1. The catalyst class is: 2.